Dataset: Reaction yield outcomes from USPTO patents with 853,638 reactions. Task: Predict the reaction yield, written as a fraction of the theoretical maximum amount of product (1.0 means a 100% yield; for example, 0.34 means a 34% yield). (1) The reactants are [CH3:1][O:2][C:3]([C:5]1[CH:10]=[CH:9][C:8]([N:11]2[CH2:16][CH2:15][CH2:14][CH2:13][CH:12]2[C:17](OC)=[O:18])=[C:7]([N+:21]([O-])=O)[CH:6]=1)=[O:4].Cl. The catalyst is CCOC(C)=O.[Zn]. The product is [O:18]=[C:17]1[NH:21][C:7]2[CH:6]=[C:5]([C:3]([O:2][CH3:1])=[O:4])[CH:10]=[CH:9][C:8]=2[N:11]2[CH2:16][CH2:15][CH2:14][CH2:13][CH:12]12. The yield is 0.880. (2) The reactants are [OH:1][C:2]1[CH:11]=[C:10]2[C:5]([C:6]([O:12][C:13]3[CH:14]=[C:15]4[C:19](=[CH:20][CH:21]=3)[NH:18][C:17]([CH3:22])=[CH:16]4)=[N:7][CH:8]=[N:9]2)=[CH:4][C:3]=1[O:23][CH3:24].C(=O)([O-])[O-].[K+].[K+].[CH2:31]([CH:33]1[O:35][CH2:34]1)Br. The catalyst is CN(C=O)C. The product is [O:35]1[CH2:34][CH:33]1[CH2:31][O:1][C:2]1[CH:11]=[C:10]2[C:5]([C:6]([O:12][C:13]3[CH:14]=[C:15]4[C:19](=[CH:20][CH:21]=3)[NH:18][C:17]([CH3:22])=[CH:16]4)=[N:7][CH:8]=[N:9]2)=[CH:4][C:3]=1[O:23][CH3:24]. The yield is 0.890.